Dataset: Reaction yield outcomes from USPTO patents with 853,638 reactions. Task: Predict the reaction yield, written as a fraction of the theoretical maximum amount of product (1.0 means a 100% yield; for example, 0.34 means a 34% yield). (1) The reactants are C1(C)C=CC(S(O[CH2:11][CH2:12][C:13]2[CH:18]=[CH:17][C:16]([C:19]#[N:20])=[CH:15][CH:14]=2)(=O)=O)=CC=1.C([O-])([O-])=O.[K+].[K+].[NH2:28][C:29]1[CH:34]=[CH:33][CH:32]=[CH:31][C:30]=1[SH:35]. The catalyst is CCO. The product is [NH2:28][C:29]1[CH:34]=[CH:33][CH:32]=[CH:31][C:30]=1[S:35][CH2:11][CH2:12][C:13]1[CH:14]=[CH:15][C:16]([C:19]#[N:20])=[CH:17][CH:18]=1. The yield is 0.780. (2) The reactants are [CH3:1][O:2][C:3]1[CH:8]=[CH:7][C:6]([S:9][C:10]([CH3:16])([CH3:15])[CH2:11][C:12]([OH:14])=O)=[CH:5][CH:4]=1.C(Cl)(=O)C(Cl)=O.Cl[Sn](Cl)(Cl)Cl. The catalyst is C1C=CC=CC=1.C(Cl)Cl. The product is [CH3:1][O:2][C:3]1[CH:4]=[C:5]2[C:6](=[CH:7][CH:8]=1)[S:9][C:10]([CH3:16])([CH3:15])[CH2:11][C:12]2=[O:14]. The yield is 0.780. (3) The reactants are [F:1][CH:2]([F:26])[O:3][C:4]1[CH:5]=[C:6]([C:14]([C:16]2[C:24]3[C:19](=[N:20][CH:21]=[C:22](Br)[CH:23]=3)[NH:18][CH:17]=2)=[O:15])[CH:7]=[C:8]([O:10][CH:11]([F:13])[F:12])[CH:9]=1.[C:27]1(B(O)O)[CH:32]=[CH:31][CH:30]=[CH:29][CH:28]=1.C(=O)([O-])[O-].[K+].[K+]. The catalyst is C(#N)C.O.C1C=CC([P]([Pd]([P](C2C=CC=CC=2)(C2C=CC=CC=2)C2C=CC=CC=2)([P](C2C=CC=CC=2)(C2C=CC=CC=2)C2C=CC=CC=2)[P](C2C=CC=CC=2)(C2C=CC=CC=2)C2C=CC=CC=2)(C2C=CC=CC=2)C2C=CC=CC=2)=CC=1. The product is [F:1][CH:2]([F:26])[O:3][C:4]1[CH:5]=[C:6]([C:14]([C:16]2[C:24]3[C:19](=[N:20][CH:21]=[C:22]([C:27]4[CH:32]=[CH:31][CH:30]=[CH:29][CH:28]=4)[CH:23]=3)[NH:18][CH:17]=2)=[O:15])[CH:7]=[C:8]([O:10][CH:11]([F:13])[F:12])[CH:9]=1. The yield is 0.330. (4) The reactants are [CH3:1][O:2][C:3]1[CH:4]=[C:5]([C:9]2[C:17]3[C:12](=[N:13][CH:14]=[N:15][C:16]=3[NH2:18])[NH:11][N:10]=2)[CH:6]=[CH:7][CH:8]=1.CC(C)([O-])C.[K+].Br[CH2:26][C:27]1[N:28]([C:39]2[CH:44]=[CH:43][CH:42]=[CH:41][C:40]=2[CH3:45])[C:29](=[O:38])[C:30]2[C:35]([CH:36]=1)=[CH:34][CH:33]=[CH:32][C:31]=2[CH3:37]. The catalyst is CN(C=O)C. The product is [NH2:18][C:16]1[N:15]=[CH:14][N:13]=[C:12]2[N:11]([CH2:26][C:27]3[N:28]([C:39]4[CH:44]=[CH:43][CH:42]=[CH:41][C:40]=4[CH3:45])[C:29](=[O:38])[C:30]4[C:35]([CH:36]=3)=[CH:34][CH:33]=[CH:32][C:31]=4[CH3:37])[N:10]=[C:9]([C:5]3[CH:6]=[CH:7][CH:8]=[C:3]([O:2][CH3:1])[CH:4]=3)[C:17]=12. The yield is 0.700. (5) The reactants are C([O:4][C@H:5]([CH3:29])[CH2:6][CH2:7][CH2:8][CH2:9][N:10]1[C:18](=[O:19])[C:17]2[N:16]3[CH2:20][CH2:21][N:22]([CH2:23][O:24][CH2:25][CH3:26])[C:15]3=[N:14][C:13]=2[N:12]([CH3:27])[C:11]1=[O:28])(=O)C.C(=O)([O-])[O-].[K+].[K+]. The catalyst is CO. The product is [CH2:25]([O:24][CH2:23][N:22]1[C:15]2=[N:14][C:13]3[N:12]([CH3:27])[C:11](=[O:28])[N:10]([CH2:9][CH2:8][CH2:7][CH2:6][C@H:5]([OH:4])[CH3:29])[C:18](=[O:19])[C:17]=3[N:16]2[CH2:20][CH2:21]1)[CH3:26]. The yield is 0.670. (6) The product is [CH:14]1([NH:17][C:18]2[N:23]3[N:24]=[CH:25][C:26](/[CH:27]=[C:7]4/[C:5](=[O:6])[NH:4][C:2](=[O:3])[NH:1]/4)=[C:22]3[N:21]=[C:20]([NH:29][C:30]3[CH:35]=[C:34]([F:36])[CH:33]=[C:32]([F:37])[CH:31]=3)[CH:19]=2)[CH2:15][CH2:16]1. The reactants are [NH:1]1[CH2:7][C:5](=[O:6])[NH:4][C:2]1=[O:3].N1CCCCC1.[CH:14]1([NH:17][C:18]2[N:23]3[N:24]=[CH:25][C:26]([CH:27]=O)=[C:22]3[N:21]=[C:20]([NH:29][C:30]3[CH:35]=[C:34]([F:36])[CH:33]=[C:32]([F:37])[CH:31]=3)[CH:19]=2)[CH2:16][CH2:15]1. The catalyst is C(O)C.O. The yield is 0.280. (7) The reactants are [Cl:1][C:2]1[CH:7]=[CH:6][C:5]([O:8][CH3:9])=[C:4](I)[CH:3]=1.[Cl:11][C:12]1[CH:13]=[C:14](B(O)O)[CH:15]=[CH:16][CH:17]=1.O1CCOCC1.C([O-])([O-])=O.[Na+].[Na+]. The catalyst is C1(C)C=CC=CC=1.[Pd].C1(P(C2C=CC=CC=2)C2C=CC=CC=2)C=CC=CC=1.C1(P(C2C=CC=CC=2)C2C=CC=CC=2)C=CC=CC=1.C1(P(C2C=CC=CC=2)C2C=CC=CC=2)C=CC=CC=1.C1(P(C2C=CC=CC=2)C2C=CC=CC=2)C=CC=CC=1. The product is [CH3:9][O:8][C:5]1[C:4]([C:16]2[CH:15]=[CH:14][CH:13]=[C:12]([Cl:11])[CH:17]=2)=[CH:3][C:2]([Cl:1])=[CH:7][CH:6]=1. The yield is 1.00. (8) The reactants are [F:1][C:2]1[CH:3]=[C:4]([C:8]2([CH2:14][CH2:15][N:16]3[C@H:21]4[CH2:22][CH2:23][C@@H:17]3[CH2:18][CH:19]([N:24]3[C:28]5[CH:29]=[CH:30][CH:31]=[CH:32][C:27]=5[N:26]=[C:25]3[CH3:33])[CH2:20]4)[CH2:13][CH2:12][NH:11][CH2:10][CH2:9]2)[CH:5]=[CH:6][CH:7]=1.[Cl:34][C:35]1[CH:43]=[C:42]([F:44])[C:41]([S:45]([NH:48][CH3:49])(=[O:47])=[O:46])=[CH:40][C:36]=1[C:37](O)=[O:38]. No catalyst specified. The product is [Cl:34][C:35]1[C:36]([C:37]([N:11]2[CH2:10][CH2:9][C:8]([C:4]3[CH:5]=[CH:6][CH:7]=[C:2]([F:1])[CH:3]=3)([CH2:14][CH2:15][N:16]3[C@H:21]4[CH2:22][CH2:23][C@@H:17]3[CH2:18][CH:19]([N:24]3[C:28]5[CH:29]=[CH:30][CH:31]=[CH:32][C:27]=5[N:26]=[C:25]3[CH3:33])[CH2:20]4)[CH2:13][CH2:12]2)=[O:38])=[CH:40][C:41]([S:45]([NH:48][CH3:49])(=[O:46])=[O:47])=[C:42]([F:44])[CH:43]=1. The yield is 0.476. (9) The reactants are [OH:1][CH:2]1[CH2:7][CH2:6][N:5]([C:8]([O:10][C:11]([CH3:14])([CH3:13])[CH3:12])=[O:9])[CH2:4][CH2:3]1.Cl[CH2:16][C:17]([N:19]1[CH2:24][CH2:23][CH2:22][CH2:21][CH2:20]1)=[O:18].C1(C)C=CC=CC=1.[OH-].[Na+]. The catalyst is S([O-])(O)(=O)=O.C([N+](CCCC)(CCCC)CCCC)CCC.O. The product is [O:18]=[C:17]([N:19]1[CH2:24][CH2:23][CH2:22][CH2:21][CH2:20]1)[CH2:16][O:1][CH:2]1[CH2:3][CH2:4][N:5]([C:8]([O:10][C:11]([CH3:14])([CH3:13])[CH3:12])=[O:9])[CH2:6][CH2:7]1. The yield is 0.960. (10) The reactants are NC1(C2C=CC(C3C(=O)C4C(=CC=C(F)C=4)OC=3C3C=CC=CC=3)=CC=2)CCC1.C(OC(=O)[NH:36][C:37]1([C:41]2[CH:46]=[CH:45][C:44]([C:47]3[C:48](=[O:68])[C:49]4[C:54]([O:55][C:56]=3[C:57]3[CH:62]=[CH:61][CH:60]=[CH:59][CH:58]=3)=[C:53]3[N:63]([CH3:67])[N:64]=[C:65]([Cl:66])[C:52]3=[CH:51][CH:50]=4)=[CH:43][CH:42]=2)[CH2:40][CH2:39][CH2:38]1)(C)(C)C.C(O)(C(F)(F)F)=O. The catalyst is CO.O.Cl. The product is [ClH:66].[NH2:36][C:37]1([C:41]2[CH:42]=[CH:43][C:44]([C:47]3[C:48](=[O:68])[C:49]4[C:54]([O:55][C:56]=3[C:57]3[CH:62]=[CH:61][CH:60]=[CH:59][CH:58]=3)=[C:53]3[N:63]([CH3:67])[N:64]=[C:65]([Cl:66])[C:52]3=[CH:51][CH:50]=4)=[CH:45][CH:46]=2)[CH2:40][CH2:39][CH2:38]1. The yield is 0.360.